The task is: Predict the reactants needed to synthesize the given product.. This data is from Full USPTO retrosynthesis dataset with 1.9M reactions from patents (1976-2016). (1) Given the product [CH:10]1([NH:18][C:19]([N:1]2[C:9]3[C:4](=[CH:5][CH:6]=[CH:7][CH:8]=3)[CH2:3][CH2:2]2)=[O:20])[CH2:17][CH2:16][CH2:15][CH2:14][CH2:13][CH2:12][CH2:11]1, predict the reactants needed to synthesize it. The reactants are: [NH:1]1[C:9]2[C:4](=[CH:5][CH:6]=[CH:7][CH:8]=2)[CH2:3][CH2:2]1.[CH:10]1([N:18]=[C:19]=[O:20])[CH2:17][CH2:16][CH2:15][CH2:14][CH2:13][CH2:12][CH2:11]1. (2) Given the product [CH3:22][N:23]([CH3:27])[CH2:24][CH2:25][O:26][C:2]1[N:7]=[N:6][C:5]([C:8]2[N:16]3[C:11]([CH:12]=[CH:13][CH:14]=[CH:15]3)=[CH:10][C:9]=2[C:17]([O:19][CH2:20][CH3:21])=[O:18])=[CH:4][CH:3]=1, predict the reactants needed to synthesize it. The reactants are: Cl[C:2]1[N:7]=[N:6][C:5]([C:8]2[N:16]3[C:11]([CH:12]=[CH:13][CH:14]=[CH:15]3)=[CH:10][C:9]=2[C:17]([O:19][CH2:20][CH3:21])=[O:18])=[CH:4][CH:3]=1.[CH3:22][N:23]([CH3:27])[CH2:24][CH2:25][OH:26]. (3) Given the product [CH:41]([C:38]1[N:37]=[CH:36][C:35]([C:31]2[CH:30]=[C:29]([C:27]3[CH2:26][C:25](=[O:44])[NH:24][C:9]4[CH:10]=[C:11]([C:48]([F:51])([F:50])[F:49])[C:12]([O:47][CH2:46][C:48]([F:51])([F:50])[F:49])=[CH:13][C:8]=4[N:7]=3)[CH:34]=[CH:33][CH:32]=2)=[CH:40][CH:39]=1)([CH3:42])[CH3:43], predict the reactants needed to synthesize it. The reactants are: C(OC(=O)[NH:7][C:8]1[CH:13]=[C:12](OCC(F)(F)F)[C:11](C(F)(F)F)=[CH:10][C:9]=1[NH:24][C:25](=[O:44])[CH2:26][C:27]([C:29]1[CH:34]=[CH:33][CH:32]=[C:31]([C:35]2[CH:36]=[N:37][C:38]([CH:41]([CH3:43])[CH3:42])=[CH:39][CH:40]=2)[CH:30]=1)=O)(C)(C)C.[C:46](O)([C:48]([F:51])([F:50])[F:49])=[O:47]. (4) Given the product [C:23]([N:14]1[CH2:15][CH2:11][C:12]2([CH2:8][N:9]([C:16]([O:18][C:19]([CH3:20])([CH3:21])[CH3:22])=[O:17])[CH2:10][CH2:1]2)[CH2:13]1)(=[O:30])[C:24]1[CH:29]=[CH:28][CH:27]=[CH:26][CH:25]=1, predict the reactants needed to synthesize it. The reactants are: [CH3:1]CN(CC)CC.[CH2:8]1[CH:12]2[CH2:13][NH:14][CH2:15][CH:11]2[CH2:10][N:9]1[C:16]([O:18][C:19]([CH3:22])([CH3:21])[CH3:20])=[O:17].[C:23](Cl)(=[O:30])[C:24]1[CH:29]=[CH:28][CH:27]=[CH:26][CH:25]=1. (5) Given the product [I:1][C:2]1[CH:7]=[CH:6][C:5]([O:8][CH2:13][CH2:14][OH:15])=[C:4]([CH3:9])[CH:3]=1, predict the reactants needed to synthesize it. The reactants are: [I:1][C:2]1[CH:7]=[CH:6][C:5]([OH:8])=[C:4]([CH3:9])[CH:3]=1.[H-].[Na+].Br[CH2:13][CH2:14][OH:15].CN(C=O)C. (6) Given the product [Cl:40][C:35]1[CH:36]=[CH:37][CH:38]=[CH:39][C:34]=1[CH2:33][N:32]1[C:18]2[C:19](=[O:31])[N:20]([CH3:30])[C:21]3[CH:22]=[CH:23][C:24]([C:27]([N:63]4[CH2:68][CH2:67][O:66][CH2:65][CH2:64]4)=[O:29])=[CH:25][C:26]=3[C:17]=2[N:16]=[C:15]1[N:11]1[CH2:12][CH2:13][CH2:14][C@@H:9]([NH:8][C:6](=[O:7])[O:5][C:1]([CH3:4])([CH3:3])[CH3:2])[CH2:10]1, predict the reactants needed to synthesize it. The reactants are: [C:1]([O:5][C:6]([NH:8][C@@H:9]1[CH2:14][CH2:13][CH2:12][N:11]([C:15]2[N:32]([CH2:33][C:34]3[CH:39]=[CH:38][CH:37]=[CH:36][C:35]=3[Cl:40])[C:18]3[C:19](=[O:31])[N:20]([CH3:30])[C:21]4[CH:22]=[CH:23][C:24]([C:27]([OH:29])=O)=[CH:25][C:26]=4[C:17]=3[N:16]=2)[CH2:10]1)=[O:7])([CH3:4])([CH3:3])[CH3:2].ON1C2C=CC=CC=2N=N1.Cl.C(N=C=NCCCN(C)C)C.[NH:63]1[CH2:68][CH2:67][O:66][CH2:65][CH2:64]1.[Cl-].[NH4+]. (7) Given the product [N+:10]([C:2]1[CH:3]=[CH:4][CH:5]=[CH:6][C:1]=1[B:7]([OH:9])[OH:8])([O-:12])=[O:11], predict the reactants needed to synthesize it. The reactants are: [C:1]1([B:7]([OH:9])[OH:8])[CH:6]=[CH:5][CH:4]=[CH:3][CH:2]=1.[N+:10]([O-])([OH:12])=[O:11].C(Cl)Cl.CCO. (8) The reactants are: Br[C:2]1[C:7]2[NH:8][C:9](=[O:30])[N:10]([C:12]3[CH:21]=[C:20]4[C:15]([CH2:16][CH2:17][CH:18]([C:22]5[C:27]([F:28])=[CH:26][CH:25]=[CH:24][N:23]=5)[O:19]4)=[CH:14][C:13]=3[Cl:29])[CH2:11][C:6]=2[C:5]([Cl:31])=[CH:4][N:3]=1.[CH3:32][N:33]1[CH:37]=[C:36](B2OC(C)(C)C(C)(C)O2)[CH:35]=[N:34]1.C(=O)([O-])[O-].[Na+].[Na+].O. Given the product [Cl:31][C:5]1[C:6]2[CH2:11][N:10]([C:12]3[CH:21]=[C:20]4[C:15]([CH2:16][CH2:17][CH:18]([C:22]5[C:27]([F:28])=[CH:26][CH:25]=[CH:24][N:23]=5)[O:19]4)=[CH:14][C:13]=3[Cl:29])[C:9](=[O:30])[NH:8][C:7]=2[C:2]([C:36]2[CH:35]=[N:34][N:33]([CH3:32])[CH:37]=2)=[N:3][CH:4]=1, predict the reactants needed to synthesize it.